This data is from Catalyst prediction with 721,799 reactions and 888 catalyst types from USPTO. The task is: Predict which catalyst facilitates the given reaction. The catalyst class is: 37. Reactant: [C:1]([CH:5]1[CH2:10][CH2:9][CH:8]([NH:11][CH2:12][C:13]2[CH:26]=[CH:25][C:16]([C:17]([NH:19][C:20]3[N:21]=[N:22][NH:23][N:24]=3)=[O:18])=[CH:15][CH:14]=2)[CH2:7][CH2:6]1)([CH3:4])([CH3:3])[CH3:2].[S:27]1[C:31]([C:32](O)=[O:33])=[CH:30][C:29]2[CH:35]=[CH:36][CH:37]=[CH:38][C:28]1=2.C(N(C(C)C)CC)(C)C.C1CN([P+](Br)(N2CCCC2)N2CCCC2)CC1.F[P-](F)(F)(F)(F)F. Product: [C:1]([CH:5]1[CH2:10][CH2:9][CH:8]([N:11]([CH2:12][C:13]2[CH:14]=[CH:15][C:16]([C:17](=[O:18])[NH:19][C:20]3[N:21]=[N:22][NH:23][N:24]=3)=[CH:25][CH:26]=2)[C:32]([C:31]2[S:27][C:28]3[CH:38]=[CH:37][CH:36]=[CH:35][C:29]=3[CH:30]=2)=[O:33])[CH2:7][CH2:6]1)([CH3:4])([CH3:2])[CH3:3].